Dataset: Full USPTO retrosynthesis dataset with 1.9M reactions from patents (1976-2016). Task: Predict the reactants needed to synthesize the given product. The reactants are: [F:1][CH2:2][C:3]([NH:5][NH:6][C:7]1[C:12]([CH3:13])=[CH:11][C:10]([N+:14]([O-:16])=[O:15])=[CH:9][N:8]=1)=O.O=P(Cl)(Cl)Cl. Given the product [F:1][CH2:2][C:3]1[N:8]2[CH:9]=[C:10]([N+:14]([O-:16])=[O:15])[CH:11]=[C:12]([CH3:13])[C:7]2=[N:6][N:5]=1, predict the reactants needed to synthesize it.